From a dataset of Catalyst prediction with 721,799 reactions and 888 catalyst types from USPTO. Predict which catalyst facilitates the given reaction. (1) Reactant: [C:1]([O:5][C:6](=[O:33])[NH:7][CH:8]([CH2:25][C:26]1[CH:31]=[CH:30][CH:29]=[CH:28][C:27]=1[F:32])[CH2:9][C:10](=[O:24])[N:11]1[CH2:15][CH2:14][CH2:13][CH:12]1[CH2:16][NH:17]C(=O)C(F)(F)F)([CH3:4])([CH3:3])[CH3:2].[OH-].[Ba+2].[OH-]. Product: [C:1]([O:5][C:6](=[O:33])[NH:7][CH:8]([CH2:25][C:26]1[CH:31]=[CH:30][CH:29]=[CH:28][C:27]=1[F:32])[CH2:9][C:10]([N:11]1[CH2:15][CH2:14][CH2:13][CH:12]1[CH2:16][NH2:17])=[O:24])([CH3:4])([CH3:2])[CH3:3]. The catalyst class is: 5. (2) Reactant: [Cl:1][C:2]1[CH:3]=[CH:4][C:5]([CH3:9])=[C:6]([CH:8]=1)[NH2:7].[N:10]([O-])=O.[Na+].O.O.[Sn](Cl)(Cl)(Cl)Cl. Product: [ClH:1].[Cl:1][C:2]1[CH:3]=[CH:4][C:5]([CH3:9])=[C:6]([NH:7][NH2:10])[CH:8]=1. The catalyst class is: 223. (3) Reactant: [OH-].[Na+:2].[O:3]=[C:4]([OH:16])[C@@H:5]([C@H:7]([C@@H:9]([C@@H:11]([C:13]([O-:15])=[O:14])[OH:12])[OH:10])[OH:8])[OH:6].[K+:17]. Product: [O:3]=[C:4]([O-:16])[C@@H:5]([C@H:7]([C@@H:9]([C@@H:11]([C:13]([O-:15])=[O:14])[OH:12])[OH:10])[OH:8])[OH:6].[K+:17].[Na+:2]. The catalyst class is: 6. (4) Reactant: [CH3:1][C:2]1[CH:3]=[C:4]([C:9]2[C:13]([CH:14]=O)=[C:12]([OH:16])[N:11]([CH3:17])[N:10]=2)[CH:5]=[C:6]([CH3:8])[CH:7]=1.C(=O)(O)[O-].[Na+]. Product: [CH3:8][C:6]1[CH:5]=[C:4]([C:9]2[C:13]([CH3:14])=[C:12]([OH:16])[N:11]([CH3:17])[N:10]=2)[CH:3]=[C:2]([CH3:1])[CH:7]=1. The catalyst class is: 6.